From a dataset of Full USPTO retrosynthesis dataset with 1.9M reactions from patents (1976-2016). Predict the reactants needed to synthesize the given product. (1) Given the product [CH3:1][O:2][CH2:3][CH:4]([CH3:23])[O:5][C:6]1[C:7]([NH:19][C:20]2[S:21][CH:25]=[CH:26][N:22]=2)=[N:8][CH:9]=[C:10]([O:12][C:13]2[CH:18]=[CH:17][CH:16]=[CH:15][CH:14]=2)[CH:11]=1, predict the reactants needed to synthesize it. The reactants are: [CH3:1][O:2][CH2:3][CH:4]([CH3:23])[O:5][C:6]1[C:7]([NH:19][C:20]([NH2:22])=[S:21])=[N:8][CH:9]=[C:10]([O:12][C:13]2[CH:18]=[CH:17][CH:16]=[CH:15][CH:14]=2)[CH:11]=1.Cl[CH2:25][CH:26]=O. (2) The reactants are: Cl[C:2]1[C:11]2[C:6](=[CH:7][CH:8]=[C:9]([O:12][C:13]([F:16])([F:15])[F:14])[CH:10]=2)[N:5]=[CH:4][CH:3]=1.[NH2:17][C@H:18]1[CH2:23][CH2:22][C@H:21]([NH2:24])[CH2:20][CH2:19]1.C(N(CC)CC)C.[OH-].[Na+]. Given the product [F:14][C:13]([F:16])([F:15])[O:12][C:9]1[CH:10]=[C:11]2[C:6](=[CH:7][CH:8]=1)[N:5]=[CH:4][CH:3]=[C:2]2[NH:17][CH:18]1[CH2:23][CH2:22][CH:21]([NH2:24])[CH2:20][CH2:19]1, predict the reactants needed to synthesize it. (3) Given the product [CH3:19][O:18][CH2:17][CH2:16][N:12]1[CH:13]=[C:9]([B:4]2[O:5][C:6]([CH3:7])([CH3:8])[C:2]([CH3:14])([CH3:1])[O:3]2)[CH:10]=[N:11]1, predict the reactants needed to synthesize it. The reactants are: [CH3:1][C:2]1([CH3:14])[C:6]([CH3:8])([CH3:7])[O:5][B:4]([C:9]2[CH:10]=[N:11][NH:12][CH:13]=2)[O:3]1.Br[CH2:16][CH2:17][O:18][CH3:19].C(=O)([O-])[O-].[Cs+].[Cs+]. (4) Given the product [OH:1][CH:2]1[CH2:3][CH2:4][CH:5]([CH2:8][CH2:9][CH:10]([NH:12][C:13](=[O:15])[CH3:14])[CH3:11])[CH2:6][CH2:7]1, predict the reactants needed to synthesize it. The reactants are: [OH:1][C:2]1[CH:7]=[CH:6][C:5]([CH2:8][CH2:9][CH:10]([NH:12][C:13](=[O:15])[CH3:14])[CH3:11])=[CH:4][CH:3]=1.[H][H]. (5) Given the product [Br:1][C:2]1[CH:11]=[C:10]2[C:5]([C:6]([Cl:16])=[N:7][C:8]([CH3:12])=[N:9]2)=[CH:4][CH:3]=1, predict the reactants needed to synthesize it. The reactants are: [Br:1][C:2]1[CH:11]=[C:10]2[C:5]([C:6](=O)[NH:7][C:8]([CH3:12])=[N:9]2)=[CH:4][CH:3]=1.P(Cl)(Cl)([Cl:16])=O. (6) Given the product [F:15][C:2]([F:1])([S:11]([O-:14])(=[O:13])=[O:12])[CH2:3][O:4][C:5](=[O:10])[CH2:6][CH2:7][CH2:8][CH3:9].[C:31]1([S+:24]([C:18]2[CH:19]=[CH:20][CH:21]=[CH:22][CH:23]=2)[C:25]2[CH:30]=[CH:29][CH:28]=[CH:27][CH:26]=2)[CH:32]=[CH:33][CH:34]=[CH:35][CH:36]=1, predict the reactants needed to synthesize it. The reactants are: [F:1][C:2]([F:15])([S:11]([O-:14])(=[O:13])=[O:12])[CH2:3][O:4][C:5](=[O:10])[CH2:6][CH2:7][CH2:8][CH3:9].[Na+].[Cl-].[C:18]1([S+:24]([C:31]2[CH:36]=[CH:35][CH:34]=[CH:33][CH:32]=2)[C:25]2[CH:30]=[CH:29][CH:28]=[CH:27][CH:26]=2)[CH:23]=[CH:22][CH:21]=[CH:20][CH:19]=1.